From a dataset of Reaction yield outcomes from USPTO patents with 853,638 reactions. Predict the reaction yield, written as a fraction of the theoretical maximum amount of product (1.0 means a 100% yield; for example, 0.34 means a 34% yield). (1) The reactants are Br[C:2]1[CH:11]=[C:10]2[C:5]([N:6]=[CH:7][C:8]3[N:9]2[C:12]([CH3:15])=[N:13][N:14]=3)=[CH:4][CH:3]=1.[CH3:16][O:17][C:18]1[C:23]([NH2:24])=[CH:22][C:21](B2OC(C)(C)C(C)(C)O2)=[CH:20][N:19]=1.C([O-])([O-])=O.[K+].[K+]. The catalyst is CN(C=O)C.O.C1C=CC(P(C2C=CC=CC=2)[C-]2C=CC=C2)=CC=1.C1C=CC(P(C2C=CC=CC=2)[C-]2C=CC=C2)=CC=1.Cl[Pd]Cl.[Fe+2]. The product is [CH3:16][O:17][C:18]1[C:23]([NH2:24])=[CH:22][C:21]([C:2]2[CH:11]=[C:10]3[C:5]([N:6]=[CH:7][C:8]4[N:9]3[C:12]([CH3:15])=[N:13][N:14]=4)=[CH:4][CH:3]=2)=[CH:20][N:19]=1. The yield is 0.770. (2) The reactants are [F:1][C:2]1[CH:13]=[C:12]([OH:14])[C:5]2[CH:6]=[C:7]([C:9](=[O:11])[CH3:10])[O:8][C:4]=2[CH:3]=1.C(=O)([O-])[O-].[K+].[K+].[CH2:21](Br)[C:22]1[CH:27]=[CH:26][CH:25]=[CH:24][CH:23]=1. The catalyst is CN(C)C=O. The product is [CH2:21]([O:14][C:12]1[C:5]2[CH:6]=[C:7]([C:9](=[O:11])[CH3:10])[O:8][C:4]=2[CH:3]=[C:2]([F:1])[CH:13]=1)[C:22]1[CH:27]=[CH:26][CH:25]=[CH:24][CH:23]=1. The yield is 0.910. (3) The reactants are C(OC([N:8]1[CH2:12][CH2:11][CH2:10][C@H:9]1[CH2:13][O:14][C:15]1[CH:20]=[CH:19][C:18]([CH2:21][C:22]2[CH:27]=[CH:26][C:25]([Cl:28])=[CH:24][CH:23]=2)=[CH:17][CH:16]=1)=O)(C)(C)C.Cl. The catalyst is O1CCOCC1. The product is [ClH:28].[Cl:28][C:25]1[CH:26]=[CH:27][C:22]([CH2:21][C:18]2[CH:19]=[CH:20][C:15]([O:14][CH2:13][C@@H:9]3[CH2:10][CH2:11][CH2:12][NH:8]3)=[CH:16][CH:17]=2)=[CH:23][CH:24]=1. The yield is 0.670. (4) The reactants are [Cl:1][C:2]1[C:3]([F:28])=[C:4]([CH:8]2[C:12]([C:15]3[CH:20]=[CH:19][C:18]([Cl:21])=[CH:17][C:16]=3[F:22])([C:13]#[N:14])[CH:11]([CH2:23][C:24]([CH3:27])([CH3:26])[CH3:25])[CH2:10][NH:9]2)[CH:5]=[CH:6][CH:7]=1.[CH3:29][O:30][C:31](=[O:48])[C:32]1[CH:37]=[CH:36][C:35]([CH2:38][NH:39][C:40](N2C=CN=C2)=[O:41])=[CH:34][C:33]=1[F:47]. The catalyst is C(Cl)Cl. The product is [CH3:29][O:30][C:31](=[O:48])[C:32]1[CH:37]=[CH:36][C:35]([CH2:38][NH:39][C:40]([N:9]2[CH2:10][C@@H:11]([CH2:23][C:24]([CH3:25])([CH3:27])[CH3:26])[C@@:12]([C:15]3[CH:20]=[CH:19][C:18]([Cl:21])=[CH:17][C:16]=3[F:22])([C:13]#[N:14])[C@H:8]2[C:4]2[CH:5]=[CH:6][CH:7]=[C:2]([Cl:1])[C:3]=2[F:28])=[O:41])=[CH:34][C:33]=1[F:47]. The yield is 0.880. (5) The reactants are FC(F)(F)C([O-])=O.[CH:8]1([C:14]2[C:15]3[CH:16]=[CH:17][C:18]([C:36](O)=[O:37])=[CH:19][C:20]=3[N:21]3[CH2:28][CH2:27][N:26]([CH3:29])[CH2:25][C:24]4[CH:30]=[C:31]([O:34][CH3:35])[CH:32]=[CH:33][C:23]=4[C:22]=23)[CH2:13][CH2:12][CH2:11][CH2:10][CH2:9]1.CCN=C=NCCCN(C)C.Cl.[CH3:51][N:52]([CH3:57])[S:53]([NH2:56])(=[O:55])=[O:54]. The catalyst is CN(C1C=CN=CC=1)C.C(Cl)Cl. The product is [CH:8]1([C:14]2[C:15]3[CH:16]=[CH:17][C:18]([C:36]([NH:56][S:53]([N:52]([CH3:57])[CH3:51])(=[O:55])=[O:54])=[O:37])=[CH:19][C:20]=3[N:21]3[CH2:28][CH2:27][N:26]([CH3:29])[CH2:25][C:24]4[CH:30]=[C:31]([O:34][CH3:35])[CH:32]=[CH:33][C:23]=4[C:22]=23)[CH2:9][CH2:10][CH2:11][CH2:12][CH2:13]1. The yield is 0.380. (6) The reactants are [Br:1][C:2]1[CH:7]=[CH:6][N:5]=[C:4]([C:8]([NH:10][C:11]2[CH:12]=[C:13]([C:16]([O:18]C)=O)[S:14][CH:15]=2)=[O:9])[CH:3]=1.O.[NH2:21][NH2:22]. The catalyst is C(O)C. The product is [Br:1][C:2]1[CH:7]=[CH:6][N:5]=[C:4]([C:8]([NH:10][C:11]2[CH:12]=[C:13]([C:16]([NH:21][NH2:22])=[O:18])[S:14][CH:15]=2)=[O:9])[CH:3]=1. The yield is 0.700. (7) The reactants are [NH:1]1[C:9]2[C:4](=[CH:5][CH:6]=[CH:7][CH:8]=2)[C:3]2([C:21]3[C:12](=[CH:13][C:14]4[O:19][CH2:18][CH2:17][O:16][C:15]=4[CH:20]=3)[O:11][CH2:10]2)[C:2]1=[O:22].[CH3:23][C:24]1[N:29]=[C:28]([CH2:30]O)[CH:27]=[CH:26][CH:25]=1.C1(P(C2C=CC=CC=2)C2C=CC=CC=2)C=CC=CC=1.N(C(OCC)=O)=NC(OCC)=O. The catalyst is C1C=CC=CC=1.O1CCCC1. The product is [CH3:30][C:28]1[N:29]=[C:24]([CH2:23][N:1]2[C:9]3[C:4](=[CH:5][CH:6]=[CH:7][CH:8]=3)[C:3]3([C:21]4[C:12](=[CH:13][C:14]5[O:19][CH2:18][CH2:17][O:16][C:15]=5[CH:20]=4)[O:11][CH2:10]3)[C:2]2=[O:22])[CH:25]=[CH:26][CH:27]=1. The yield is 0.410. (8) The catalyst is C1(C2[C@H]3CC[C@@H](C=2)C(C2C=CC=CC=2)=C3)C=CC=CC=1.O.C1COCC1. The product is [CH3:16][CH:15]([CH:14]([C:5]1[CH:6]=[CH:7][CH:8]=[C:3]([O:2][CH3:1])[CH:4]=1)[CH2:13][CH3:12])[CH:17]=[O:18]. The yield is 0.750. The reactants are [CH3:1][O:2][C:3]1[CH:4]=[C:5](B(O)O)[CH:6]=[CH:7][CH:8]=1.[CH3:12][CH2:13]/[CH:14]=[C:15](/[CH:17]=[O:18])\[CH3:16].CO.P([O-])([O-])([O-])=O.[Na+].[Na+].[Na+].